The task is: Predict the reaction yield, written as a fraction of the theoretical maximum amount of product (1.0 means a 100% yield; for example, 0.34 means a 34% yield).. This data is from Reaction yield outcomes from USPTO patents with 853,638 reactions. (1) The reactants are [C:1]([NH2:5])([CH3:4])([CH3:3])[CH3:2].[CH2:6]([O:8][C:9]([CH2:11][S:12](Cl)(=[O:14])=[O:13])=[O:10])[CH3:7]. The catalyst is C1COCC1. The product is [CH2:6]([O:8][C:9](=[O:10])[CH2:11][S:12](=[O:14])(=[O:13])[NH:5][C:1]([CH3:4])([CH3:3])[CH3:2])[CH3:7]. The yield is 0.430. (2) The reactants are [CH3:1][O:2][C:3]1[CH:8]=[CH:7][C:6]([C:9]2[CH:14]=[CH:13][N:12]=[C:11]([NH2:15])[C:10]=2[NH2:16])=[CH:5][CH:4]=1.[CH3:17][C:18]1[N:23]=[CH:22][C:21]([C:24](O)=O)=[CH:20][CH:19]=1. No catalyst specified. The product is [CH3:1][O:2][C:3]1[CH:8]=[CH:7][C:6]([C:9]2[CH:14]=[CH:13][N:12]=[C:11]3[NH:15][C:24]([C:21]4[CH:22]=[N:23][C:18]([CH3:17])=[CH:19][CH:20]=4)=[N:16][C:10]=23)=[CH:5][CH:4]=1. The yield is 0.0900. (3) The reactants are [C:1]1([C:10]2[CH:15]=[CH:14][CH:13]=[CH:12][CH:11]=2)[CH:6]=[CH:5][C:4]([C:7]([OH:9])=O)=[CH:3][CH:2]=1.CCN(C(C)C)C(C)C.C1C=CC2N(O)N=NC=2C=1.CCN=C=NCCCN(C)C.Cl.Cl.[CH2:48]([O:50][C:51](=[O:54])[CH2:52][NH2:53])[CH3:49]. The catalyst is CN(C=O)C.O. The product is [CH2:48]([O:50][C:51](=[O:54])[CH2:52][NH:53][C:7]([C:4]1[CH:3]=[CH:2][C:1]([C:10]2[CH:15]=[CH:14][CH:13]=[CH:12][CH:11]=2)=[CH:6][CH:5]=1)=[O:9])[CH3:49]. The yield is 0.998. (4) The reactants are [CH2:1]([O:8][CH2:9][Li])[C:2]1[CH:7]=[CH:6][CH:5]=[CH:4][CH:3]=1.[Sn](COCC1C=CC=CC=1)(CCCC)(CCCC)CCCC.[Li]CCCC.[Br:38][C:39]1[CH:44]=[CH:43][C:42]([NH:45][C:46]2[C:47]([CH:56]=[O:57])=[CH:48][C:49]3[NH:53][CH:52]=[N:51][C:50]=3[C:54]=2[F:55])=[C:41]([Cl:58])[CH:40]=1. The catalyst is C1COCC1. The product is [CH2:1]([O:8][CH2:9][CH:56]([C:47]1[C:46]([NH:45][C:42]2[CH:43]=[CH:44][C:39]([Br:38])=[CH:40][C:41]=2[Cl:58])=[C:54]([F:55])[C:50]2[N:51]=[CH:52][NH:53][C:49]=2[CH:48]=1)[OH:57])[C:2]1[CH:7]=[CH:6][CH:5]=[CH:4][CH:3]=1. The yield is 0.680. (5) The reactants are [CH2:1]([CH:8]1[CH2:13][CH2:12][N:11]([CH2:14][CH2:15][C:16]([C:18]2[CH:23]=[CH:22][CH:21]=[C:20]([NH:24][C:25]3[C:34]4[C:29](=[CH:30][CH:31]=[CH:32][CH:33]=4)[N:28]=[C:27]([CH3:35])[CH:26]=3)[CH:19]=2)=O)[CH2:10][CH2:9]1)[C:2]1[CH:7]=[CH:6][CH:5]=[CH:4][CH:3]=1.Cl.[CH2:37]([O:39][NH2:40])C.N1C=CC=CC=1. The catalyst is C(O)C.CCOC(C)=O. The product is [CH3:37][O:39][N:40]=[C:16]([C:18]1[CH:23]=[CH:22][CH:21]=[C:20]([NH:24][C:25]2[C:34]3[C:29](=[CH:30][CH:31]=[CH:32][CH:33]=3)[N:28]=[C:27]([CH3:35])[CH:26]=2)[CH:19]=1)[CH2:15][CH2:14][N:11]1[CH2:12][CH2:13][CH:8]([CH2:1][C:2]2[CH:3]=[CH:4][CH:5]=[CH:6][CH:7]=2)[CH2:9][CH2:10]1. The yield is 0.240. (6) The reactants are [H-].[Na+].[Cl:3][C:4]1[CH:5]=[C:6]([Cl:25])[C:7]2[C:8]3[CH2:17][CH2:16][N:15]([C:18]([O:20][C:21]([CH3:24])([CH3:23])[CH3:22])=[O:19])[CH2:14][CH2:13][C:9]=3[NH:10][C:11]=2[CH:12]=1.Br[CH2:27][C:28]([O:30][CH2:31][CH3:32])=[O:29]. The catalyst is CN(C=O)C. The product is [Cl:3][C:4]1[CH:5]=[C:6]([Cl:25])[C:7]2[C:8]3[CH2:17][CH2:16][N:15]([C:18]([O:20][C:21]([CH3:22])([CH3:24])[CH3:23])=[O:19])[CH2:14][CH2:13][C:9]=3[N:10]([CH2:27][C:28]([O:30][CH2:31][CH3:32])=[O:29])[C:11]=2[CH:12]=1. The yield is 0.780. (7) The yield is 1.00. The reactants are O([C:8]([NH:10][C:11]1[CH:20]=[CH:19][CH:18]=[C:17]2[C:12]=1[CH2:13][CH2:14][CH2:15][CH:16]2[C:21]1[N:22]=[CH:23][N:24](C(OC(C)(C)C)=O)[CH:25]=1)=[O:9])C1C=CC=CC=1.[CH3:33][O:34][CH2:35][CH2:36][NH:37][CH2:38][CH2:39][O:40][CH3:41]. The product is [NH:24]1[CH:25]=[C:21]([CH:16]2[CH2:15][CH2:14][CH2:13][C:12]3[C:11]([NH:10][C:8](=[O:9])[N:37]([CH2:38][CH2:39][O:40][CH3:41])[CH2:36][CH2:35][O:34][CH3:33])=[CH:20][CH:19]=[CH:18][C:17]2=3)[N:22]=[CH:23]1. No catalyst specified. (8) The reactants are [C:1]([O:5][C:6](=[O:22])[NH:7][C@H:8]([C:19](=[S:21])[NH2:20])[CH2:9][C:10]1[CH:15]=[CH:14][C:13]([N+:16]([O-:18])=[O:17])=[CH:12][CH:11]=1)([CH3:4])([CH3:3])[CH3:2].Br[CH2:24][C:25]([C:27]1[CH:32]=[CH:31][CH:30]=[CH:29][CH:28]=1)=O.N1C=CC=CC=1.CC(OC(OC(OC(C)(C)C)=O)=O)(C)C. The catalyst is CC#N.C(OCC)C. The product is [C:1]([O:5][C:6](=[O:22])[NH:7][C@H:8]([C:19]1[S:21][CH:24]=[C:25]([C:27]2[CH:32]=[CH:31][CH:30]=[CH:29][CH:28]=2)[N:20]=1)[CH2:9][C:10]1[CH:15]=[CH:14][C:13]([N+:16]([O-:18])=[O:17])=[CH:12][CH:11]=1)([CH3:4])([CH3:2])[CH3:3]. The yield is 0.390. (9) The reactants are [NH2:1][C:2]1[CH:7]=[C:6]([NH:8][CH2:9][C:10]2[CH:15]=[CH:14][C:13]([F:16])=[CH:12][CH:11]=2)[CH:5]=[CH:4][C:3]=1[N+:17]([O-])=O.[Cl-].[NH4+].C(N(C(C)C)CC)(C)C.Cl[C:32]([O:34][CH2:35][CH3:36])=[O:33]. The catalyst is CO.O.[Zn]. The product is [CH3:36][CH2:35][O:34][C:32]([NH:17][C:3]1[CH:4]=[CH:5][C:6]([NH:8][CH2:9][C:10]2[CH:15]=[CH:14][C:13]([F:16])=[CH:12][CH:11]=2)=[CH:7][C:2]=1[NH2:1])=[O:33]. The yield is 0.250. (10) The reactants are [F:1][C:2]1[CH:28]=[CH:27][C:5]2[C:6]([CH:9]3[CH2:14][CH2:13][N:12]([CH2:15][CH2:16][NH:17][C:18]4[CH:23]=[N:22][N:21]([CH3:24])[C:20](=[O:25])[C:19]=4Cl)[CH2:11][CH2:10]3)=N[O:8][C:4]=2[CH:3]=1.C[OH:30].[OH-].[Na+]. The catalyst is [Pd].O. The product is [F:1][C:2]1[CH:28]=[CH:27][C:5]([C:6]([CH:9]2[CH2:14][CH2:13][N:12]([CH2:15][CH2:16][NH:17][C:18]3[CH:23]=[N:22][N:21]([CH3:24])[C:20](=[O:25])[CH:19]=3)[CH2:11][CH2:10]2)=[O:30])=[C:4]([OH:8])[CH:3]=1. The yield is 0.678.